This data is from Retrosynthesis with 50K atom-mapped reactions and 10 reaction types from USPTO. The task is: Predict the reactants needed to synthesize the given product. (1) Given the product O=C(c1ccc(-n2cncn2)cc1)c1ccc([N+](=O)[O-])cc1, predict the reactants needed to synthesize it. The reactants are: O=C(c1ccc(F)cc1)c1ccc([N+](=O)[O-])cc1.c1nc[nH]n1. (2) Given the product O=C(O)C(F)(F)F, predict the reactants needed to synthesize it. The reactants are: CC(C)(C)OC(=O)N[C@@H](CCc1ccccc1)C(=O)Nc1cc2[nH]c(-c3ccccc3)c3cn[nH]c(=O)c(c1)c23. (3) The reactants are: CCOC(=O)c1nccn1Cc1ccccc1[N+](=O)[O-]. Given the product CCOC(=O)c1nccn1Cc1ccccc1N, predict the reactants needed to synthesize it.